Dataset: Forward reaction prediction with 1.9M reactions from USPTO patents (1976-2016). Task: Predict the product of the given reaction. (1) Given the reactants C1N2CCN(CC2)C1.[C:9]1(C)[CH:14]=[CH:13][C:12](S(O)(=O)=O)=[CH:11][CH:10]=1.C1(S(O)(=O)=[O:29])(C)C=CC=CC1C.C(O)[CH2:33][OH:34], predict the reaction product. The product is: [CH2:33]=[O:34].[C:9]1([OH:29])[CH:14]=[CH:13][CH:12]=[CH:11][CH:10]=1. (2) Given the reactants [NH2:1][C:2]1[CH:13]=[CH:12][C:5]2[CH2:6][CH2:7][CH2:8][CH2:9][C:10](=[O:11])[C:4]=2[CH:3]=1.C([O-])([O-])=O.[K+].[K+].Cl[C:21]([O:23][CH2:24][C:25]1[CH:30]=[CH:29][CH:28]=[CH:27][CH:26]=1)=[O:22], predict the reaction product. The product is: [O:11]=[C:10]1[C:4]2[CH:3]=[C:2]([NH:1][C:21](=[O:22])[O:23][CH2:24][C:25]3[CH:30]=[CH:29][CH:28]=[CH:27][CH:26]=3)[CH:13]=[CH:12][C:5]=2[CH2:6][CH2:7][CH2:8][CH2:9]1. (3) The product is: [CH3:1][O:2][C:3]1[CH:4]=[CH:5][C:6]([C:9]2[S:13][C:12]([NH:14][C:15]3[CH:16]=[CH:17][C:18]([N:33]4[CH2:34][CH2:35][N:30]([CH3:29])[CH2:31][CH2:32]4)=[CH:19][CH:20]=3)=[N:11][CH:10]=2)=[CH:7][CH:8]=1. Given the reactants [CH3:1][O:2][C:3]1[CH:8]=[CH:7][C:6]([C:9]2[S:13][C:12]([NH:14][C:15]3[CH:20]=[CH:19][C:18](OCCN4CCCC4)=[CH:17][CH:16]=3)=[N:11][CH:10]=2)=[CH:5][CH:4]=1.[CH3:29][N:30]1[CH2:35][CH2:34][N:33](C2C=CC(NC(N)=S)=CC=2)[CH2:32][CH2:31]1, predict the reaction product.